From a dataset of Reaction yield outcomes from USPTO patents with 853,638 reactions. Predict the reaction yield, written as a fraction of the theoretical maximum amount of product (1.0 means a 100% yield; for example, 0.34 means a 34% yield). (1) The reactants are B(F)(F)F.CCOCC.[CH2:10]([C:12]1[C:13]([OH:34])=[CH:14][CH:15]=[C:16]2[C:21]=1[O:20][C:19](=[O:22])[C:18]([NH:23][C:24](=[O:33])[O:25][CH2:26][C:27]1[CH:32]=[CH:31][CH:30]=[CH:29][CH:28]=1)=[CH:17]2)[CH3:11].ClC(Cl)(Cl)C(=N)O[C@H:39]1[C@@H:44]2[O:45][C:46](=[O:48])[O:47][C@@H:43]2[C@@H:42]([O:49][CH3:50])[C:41]([CH3:52])([CH3:51])[O:40]1.C(N(CC)CC)C. The catalyst is C(Cl)Cl. The product is [CH2:10]([C:12]1[C:13]([O:34][C@H:39]2[C@@H:44]3[O:45][C:46](=[O:48])[O:47][C@@H:43]3[C@@H:42]([O:49][CH3:50])[C:41]([CH3:52])([CH3:51])[O:40]2)=[CH:14][CH:15]=[C:16]2[C:21]=1[O:20][C:19](=[O:22])[C:18]([NH:23][C:24](=[O:33])[O:25][CH2:26][C:27]1[CH:32]=[CH:31][CH:30]=[CH:29][CH:28]=1)=[CH:17]2)[CH3:11]. The yield is 0.510. (2) The reactants are [F:1][CH:2]([F:32])[C:3]1[N:7]([C:8]2[N:13]=[C:12]([N:14]3[CH2:19][CH2:18][O:17][CH2:16][CH2:15]3)[CH:11]=[C:10]([N:20]3[CH2:25][CH2:24][NH:23][CH2:22][CH2:21]3)[N:9]=2)[C:6]2[CH:26]=[CH:27][CH:28]=[C:29]([O:30][CH3:31])[C:5]=2[N:4]=1.C([O-])([O-])=O.[K+].[K+].[CH3:39][S:40](Cl)(=[O:42])=[O:41].O. The catalyst is C(Cl)Cl. The product is [F:32][CH:2]([F:1])[C:3]1[N:7]([C:8]2[N:9]=[C:10]([N:20]3[CH2:25][CH2:24][N:23]([S:40]([CH3:39])(=[O:42])=[O:41])[CH2:22][CH2:21]3)[CH:11]=[C:12]([N:14]3[CH2:15][CH2:16][O:17][CH2:18][CH2:19]3)[N:13]=2)[C:6]2[CH:26]=[CH:27][CH:28]=[C:29]([O:30][CH3:31])[C:5]=2[N:4]=1. The yield is 0.670. (3) The reactants are [Cl-].O[NH3+:3].[C:4](=[O:7])([O-])[OH:5].[Na+].CS(C)=O.[F:13][C:14]1[CH:15]=[C:16]([C:54]#[N:55])[C:17]([C:20]2[CH:25]=[CH:24][C:23]([CH2:26][C:27]3[C:28](=[O:53])[N:29]([C@H:40]4[CH2:45][CH2:44][C@H:43]([O:46][CH:47]([CH3:52])[C:48]([OH:51])([CH3:50])[CH3:49])[CH2:42][CH2:41]4)[C:30]4[N:31]([N:36]=[C:37]([CH3:39])[N:38]=4)[C:32]=3[CH2:33][CH2:34][CH3:35])=[CH:22][CH:21]=2)=[CH:18][CH:19]=1. The catalyst is C(OCC)(=O)C. The product is [F:13][C:14]1[CH:19]=[CH:18][C:17]([C:20]2[CH:21]=[CH:22][C:23]([CH2:26][C:27]3[C:28](=[O:53])[N:29]([C@H:40]4[CH2:45][CH2:44][C@H:43]([O:46][CH:47]([CH3:52])[C:48]([OH:51])([CH3:49])[CH3:50])[CH2:42][CH2:41]4)[C:30]4[N:31]([N:36]=[C:37]([CH3:39])[N:38]=4)[C:32]=3[CH2:33][CH2:34][CH3:35])=[CH:24][CH:25]=2)=[C:16]([C:54]2[NH:3][C:4](=[O:7])[O:5][N:55]=2)[CH:15]=1. The yield is 0.560. (4) The reactants are FC(F)(F)C([N:5]([C@@H:13]1[CH2:15][C@H:14]1[C:16]1[CH:21]=[CH:20][CH:19]=[CH:18][CH:17]=1)[CH2:6][CH:7]1[CH2:12][CH2:11][NH:10][CH2:9][CH2:8]1)=O.C(=O)([O-])[O-].[K+].[K+].Br[CH2:31][C:32]([O:34][C:35]([CH3:38])([CH3:37])[CH3:36])=[O:33]. The catalyst is C(#N)C. The product is [C:16]1([C@@H:14]2[CH2:15][C@H:13]2[NH:5][CH2:6][CH:7]2[CH2:8][CH2:9][N:10]([CH2:31][C:32]([O:34][C:35]([CH3:38])([CH3:37])[CH3:36])=[O:33])[CH2:11][CH2:12]2)[CH:17]=[CH:18][CH:19]=[CH:20][CH:21]=1. The yield is 0.247. (5) The yield is 0.830. The catalyst is CN(C=O)C.C(OCC)(=O)C. The reactants are [Cl:1][C:2]1[CH:3]=[C:4]([C:8]2[N:9]=[C:10]([NH:20][C:21]3[CH:26]=[CH:25][C:24]([CH2:27][C:28](O)=[O:29])=[CH:23][CH:22]=3)[C:11]3[S:17](=[O:19])(=[O:18])[CH2:16][CH2:15][CH2:14][C:12]=3[N:13]=2)[CH:5]=[CH:6][CH:7]=1.C(Cl)CCl.C1C=[CH:37][C:38]2N(O)N=[N:41][C:39]=2C=1.C(N)CC. The product is [Cl:1][C:2]1[CH:3]=[C:4]([C:8]2[N:9]=[C:10]([NH:20][C:21]3[CH:26]=[CH:25][C:24]([CH2:27][C:28]([NH:41][CH2:39][CH2:38][CH3:37])=[O:29])=[CH:23][CH:22]=3)[C:11]3[S:17](=[O:18])(=[O:19])[CH2:16][CH2:15][CH2:14][C:12]=3[N:13]=2)[CH:5]=[CH:6][CH:7]=1. (6) The reactants are [Br:1][C:2]1[CH:3]=[CH:4][C:5]([CH3:16])=[C:6]([C:8]2[CH:13]=[C:12](Cl)[N:11]=[C:10]([NH2:15])[N:9]=2)[CH:7]=1.[NH2:17][C:18]1[CH:25]=[CH:24][C:21]([C:22]#[N:23])=[CH:20][CH:19]=1. No catalyst specified. The product is [NH2:15][C:10]1[N:11]=[C:12]([NH:17][C:18]2[CH:25]=[CH:24][C:21]([C:22]#[N:23])=[CH:20][CH:19]=2)[CH:13]=[C:8]([C:6]2[CH:7]=[C:2]([Br:1])[CH:3]=[CH:4][C:5]=2[CH3:16])[N:9]=1. The yield is 0.720. (7) The reactants are [CH2:1]([OH:13])[CH2:2][CH2:3][CH2:4][CH2:5][CH2:6][CH2:7][CH2:8][CH2:9][CH2:10][CH2:11][CH3:12].C(N(CC)CC)C.[Br:21][CH:22]([CH3:26])[C:23](Br)=[O:24]. The catalyst is C1(C)C=CC=CC=1. The product is [Br:21][CH:22]([CH3:26])[C:23]([O:13][CH2:1][CH2:2][CH2:3][CH2:4][CH2:5][CH2:6][CH2:7][CH2:8][CH2:9][CH2:10][CH2:11][CH3:12])=[O:24]. The yield is 0.940.